Dataset: Forward reaction prediction with 1.9M reactions from USPTO patents (1976-2016). Task: Predict the product of the given reaction. Given the reactants [Cl:1][C:2]1[NH:6][C:5]2[CH:7]=[CH:8][C:9]([C:11]([F:14])([F:13])[F:12])=[CH:10][C:4]=2[N:3]=1.C(N(CC)CC)C.Cl[CH2:23][O:24][CH2:25][CH2:26][Si:27]([CH3:30])([CH3:29])[CH3:28].O, predict the reaction product. The product is: [Cl:1][C:2]1[N:6]([CH2:23][O:24][CH2:25][CH2:26][Si:27]([CH3:30])([CH3:29])[CH3:28])[C:5]2[CH:7]=[CH:8][C:9]([C:11]([F:14])([F:13])[F:12])=[CH:10][C:4]=2[N:3]=1.